From a dataset of Catalyst prediction with 721,799 reactions and 888 catalyst types from USPTO. Predict which catalyst facilitates the given reaction. (1) Reactant: [NH2:1][C:2]1[N:3]=[CH:4][C:5]([C:19]2[CH2:20][CH2:21][CH2:22][N:23](C(OC(C)(C)C)=O)[CH:24]=2)=[N:6][C:7]=1[C:8]1[CH:13]=[CH:12][C:11]([C:14]([O:16][CH3:17])=[O:15])=[C:10]([F:18])[CH:9]=1.C(O)(C(F)(F)F)=O. Product: [NH2:1][C:2]1[C:7]([C:8]2[CH:13]=[CH:12][C:11]([C:14]([O:16][CH3:17])=[O:15])=[C:10]([F:18])[CH:9]=2)=[N:6][C:5]([C:19]2[CH2:20][CH2:21][CH2:22][NH:23][CH:24]=2)=[CH:4][N:3]=1. The catalyst class is: 2. (2) Reactant: [CH3:1][O:2][C:3]1[CH:19]=[CH:18][CH:17]=[CH:16][C:4]=1[O:5][CH2:6][CH:7]([OH:15])[CH2:8][N:9]1[CH2:14][CH2:13][NH:12][CH2:11][CH2:10]1.[CH3:20][C:21]1[CH:26]=[CH:25][CH:24]=[C:23]([CH3:27])[C:22]=1[NH:28][C:29]([CH2:31]Cl)=[O:30]. Product: [CH3:20][C:21]1[C:22]([NH:28][C:29]([CH2:31][N:12]2[CH2:13][CH2:14][N:9]([CH2:8][CH:7]([OH:15])[CH2:6][O:5][C:4]3[CH:16]=[CH:17][CH:18]=[CH:19][C:3]=3[O:2][CH3:1])[CH2:10][CH2:11]2)=[O:30])=[C:23]([CH3:27])[CH:24]=[CH:25][CH:26]=1. The catalyst class is: 9. (3) Reactant: [H-].[Na+].[F:3][C:4]1[CH:12]=[C:11]([CH:13]=[O:14])[CH:10]=[CH:9][C:5]=1[C:6]([OH:8])=[O:7].[CH3:15]I. Product: [F:3][C:4]1[CH:12]=[C:11]([CH:13]=[O:14])[CH:10]=[CH:9][C:5]=1[C:6]([O:8][CH3:15])=[O:7]. The catalyst class is: 9. (4) Reactant: [CH2:1]([O:3][C:4]([C:6]1[O:10][C:9]([CH2:11][O:12][C:13]2[CH:18]=[CH:17][CH:16]=[CH:15][CH:14]=2)=[N:8][C:7]=1[CH2:19][CH2:20][NH:21]C(OCC1C=CC=CC=1)=O)=[O:5])[CH3:2]. Product: [CH2:1]([O:3][C:4]([C:6]1[O:10][C:9]([CH2:11][O:12][C:13]2[CH:14]=[CH:15][CH:16]=[CH:17][CH:18]=2)=[N:8][C:7]=1[CH2:19][CH2:20][NH2:21])=[O:5])[CH3:2]. The catalyst class is: 256. (5) Reactant: [NH2:1][C:2]1[N:6]=[CH:5][N:4]([C:7]2[CH:14]=[CH:13][C:12](/[CH:15]=[CH:16]/[CH:17]([C:22]3[CH:27]=[C:26]([Cl:28])[C:25]([Cl:29])=[C:24]([Cl:30])[CH:23]=3)[C:18]([F:21])([F:20])[F:19])=[CH:11][C:8]=2[C:9]#[N:10])[N:3]=1.C(N(CC)CC)C.[CH:38]1([C:41](Cl)=[O:42])[CH2:40][CH2:39]1. Product: [C:9]([C:8]1[CH:11]=[C:12](/[CH:15]=[CH:16]/[CH:17]([C:22]2[CH:23]=[C:24]([Cl:30])[C:25]([Cl:29])=[C:26]([Cl:28])[CH:27]=2)[C:18]([F:19])([F:20])[F:21])[CH:13]=[CH:14][C:7]=1[N:4]1[CH:5]=[N:6][C:2]([NH:1][C:41]([CH:38]2[CH2:40][CH2:39]2)=[O:42])=[N:3]1)#[N:10]. The catalyst class is: 2. (6) Reactant: [N:1]1[CH:6]=[CH:5][CH:4]=[C:3]([CH:7]=[C:8]2[C:13](=[O:14])[CH:12]3[CH2:15][CH2:16][N:9]2[CH2:10][CH2:11]3)[CH:2]=1.[BH4-].[Na+].CC(C)=O.[BH4-]. Product: [N:1]1[CH:6]=[CH:5][CH:4]=[C:3]([CH:7]=[C:8]2[CH:13]([OH:14])[CH:12]3[CH2:11][CH2:10][N:9]2[CH2:16][CH2:15]3)[CH:2]=1. The catalyst class is: 5. (7) Reactant: Cl[C:2]1[C:7]([N+:8]([O-:10])=[O:9])=[CH:6][CH:5]=[CH:4][N:3]=1.C(=O)([O-])[O-].[K+].[K+].CN(C=O)C.[NH2:22][C@@H:23]([CH3:26])[CH2:24][OH:25]. Product: [N+:8]([C:7]1[C:2]([NH:22][C@@H:23]([CH3:26])[CH2:24][OH:25])=[N:3][CH:4]=[CH:5][CH:6]=1)([O-:10])=[O:9]. The catalyst class is: 6. (8) Reactant: [Br:1][C:2]1[C:9]([CH3:10])=[CH:8][C:5]([CH2:6][OH:7])=[CH:4][CH:3]=1.CCN(CC)CC.[CH3:18][S:19](Cl)(=[O:21])=[O:20]. Product: [CH3:18][S:19]([O:7][CH2:6][C:5]1[CH:4]=[CH:3][C:2]([Br:1])=[C:9]([CH3:10])[CH:8]=1)(=[O:21])=[O:20]. The catalyst class is: 2. (9) Reactant: [C:1]([C:3]1[CH:4]=[C:5]([C@H:9]2[CH2:15][N:14]([C:16]3[N:17]([CH3:29])[C:18](=[O:28])[CH:19]=[C:20]([C:22]4[CH:27]=[CH:26][N:25]=[CH:24][N:23]=4)[N:21]=3)[CH2:13][CH2:12][CH2:11][O:10]2)[CH:6]=[CH:7][CH:8]=1)#[N:2].[O:30]1CCCC1.C(=O)([O-])[O-].[Na+].[Na+].OO. Product: [CH3:29][N:17]1[C:18](=[O:28])[CH:19]=[C:20]([C:22]2[CH:27]=[CH:26][N:25]=[CH:24][N:23]=2)[N:21]=[C:16]1[N:14]1[CH2:13][CH2:12][CH2:11][O:10][C@@H:9]([C:5]2[CH:4]=[C:3]([CH:8]=[CH:7][CH:6]=2)[C:1]([NH2:2])=[O:30])[CH2:15]1. The catalyst class is: 8. (10) Reactant: [CH3:1][C:2]1[C@@H:19]([O:20][C:21]([C@H:23]([OH:40])[C@@H:24]([NH:31][C:32]([C:34]2[CH:35]=[CH:36][CH:37]=[CH:38][CH:39]=2)=[O:33])[C:25]2[CH:26]=[CH:27][CH:28]=[CH:29][CH:30]=2)=[O:22])[CH2:18][C@:14]2([OH:41])[C:15]([CH3:17])([CH3:16])[C:3]=1[C@@H:4]([O:59][C:60]([CH3:62])=[O:61])[C:5]([C@@:7]1([CH3:58])[C@H:12]([C@@H:13]2[O:42][C:43]([C:45]2[CH:46]=[CH:47][CH:48]=[CH:49][CH:50]=2)=[O:44])[C@:11]2([O:53][C:54]([CH3:56])=[O:55])[CH2:51][O:52][C@@H:10]2[CH2:9][C@@H:8]1[OH:57])=[O:6].[NH:63]([C:72]([O:74][CH2:75][CH:76]1[C:88]2[C:83](=[CH:84][CH:85]=[CH:86][CH:87]=2)[C:82]2[C:77]1=[CH:78][CH:79]=[CH:80][CH:81]=2)=[O:73])[C@H:64]([C:69]([OH:71])=[O:70])[CH2:65][CH:66]([CH3:68])[CH3:67].[CH3:89][C:90]([NH:101][CH2:102][CH:103]([OH:119])[CH2:104][O:105][C:106]1[C:111]2[C:112]3[C:117]([NH:118][C:110]=2[CH:109]=[CH:108][CH:107]=1)=[CH:116][CH:115]=[CH:114][CH:113]=3)([C:92]1[CH:97]=[CH:96][C:95]([N:98]=[N+:99]=[N-:100])=[CH:94][CH:93]=1)[CH3:91]. Product: [NH:63]([C:72]([O:74][CH2:75][CH:76]1[C:77]2[C:82](=[CH:81][CH:80]=[CH:79][CH:78]=2)[C:83]2[C:88]1=[CH:87][CH:86]=[CH:85][CH:84]=2)=[O:73])[C@H:64]([C:69]([OH:71])=[O:70])[CH2:65][CH:66]([CH3:68])[CH3:67].[CH3:91][C:90]([NH:101][CH2:102][CH:103]([OH:119])[CH2:104][O:105][C:106]1[C:111]2[C:112]3[C:117]([NH:118][C:110]=2[CH:109]=[CH:108][CH:107]=1)=[CH:116][CH:115]=[CH:114][CH:113]=3)([C:92]1[CH:97]=[CH:96][C:95]([N:98]=[N+:99]=[N-:100])=[CH:94][CH:93]=1)[CH3:89].[CH3:1][C:2]1[C@@H:19]([O:20][C:21]([C@H:23]([OH:40])[C@@H:24]([NH:31][C:32]([C:34]2[CH:39]=[CH:38][CH:37]=[CH:36][CH:35]=2)=[O:33])[C:25]2[CH:26]=[CH:27][CH:28]=[CH:29][CH:30]=2)=[O:22])[CH2:18][C@:14]2([OH:41])[C:15]([CH3:16])([CH3:17])[C:3]=1[C@@H:4]([O:59][C:60]([CH3:62])=[O:61])[C:5]([C@@:7]1([CH3:58])[C@H:12]([C@@H:13]2[O:42][C:43]([C:45]2[CH:50]=[CH:49][CH:48]=[CH:47][CH:46]=2)=[O:44])[C@:11]2([O:53][C:54]([CH3:56])=[O:55])[CH2:51][O:52][C@@H:10]2[CH2:9][C@@H:8]1[OH:57])=[O:6]. The catalyst class is: 143.